From a dataset of Reaction yield outcomes from USPTO patents with 853,638 reactions. Predict the reaction yield, written as a fraction of the theoretical maximum amount of product (1.0 means a 100% yield; for example, 0.34 means a 34% yield). (1) The reactants are [N:1]1[C:10]2[C:5](=[CH:6][CH:7]=[CH:8][CH:9]=2)[N:4]=[CH:3][C:2]=1[C:11](Cl)=[O:12].[C@:14]12([CH3:24])[C:20]([CH3:22])([CH3:21])[CH:17]([CH2:18][CH2:19]1)[CH2:16][CH:15]2[NH2:23].N1C=CC=CC=1. The catalyst is O. The product is [C@:14]12([CH3:24])[C:20]([CH3:21])([CH3:22])[C@@H:17]([CH2:18][CH2:19]1)[CH2:16][C@@H:15]2[NH:23][C:11]([C:2]1[CH:3]=[N:4][C:5]2[C:10](=[CH:9][CH:8]=[CH:7][CH:6]=2)[N:1]=1)=[O:12]. The yield is 0.500. (2) The reactants are [CH2:1]([O:8][C:9]([NH:11][C@@H:12]([C:16]([CH3:28])([S:18][C:19]1[CH:24]=[CH:23][CH:22]=[CH:21][C:20]=1[N+:25]([O-])=O)[CH3:17])[C:13]([OH:15])=[O:14])=[O:10])[C:2]1[CH:7]=[CH:6][CH:5]=[CH:4][CH:3]=1.[NH4+].[Cl-]. The catalyst is CO.[Zn]. The product is [NH2:25][C:20]1[CH:21]=[CH:22][CH:23]=[CH:24][C:19]=1[S:18][C:16]([CH3:28])([CH3:17])[C@H:12]([NH:11][C:9]([O:8][CH2:1][C:2]1[CH:7]=[CH:6][CH:5]=[CH:4][CH:3]=1)=[O:10])[C:13]([OH:15])=[O:14]. The yield is 1.00. (3) The reactants are [Br:1][C:2]1[CH:7]=[CH:6][C:5]([CH:8]2[CH2:13][S:12][CH2:11][CH:10]([C:14]3[CH:19]=[CH:18][C:17]([Br:20])=[CH:16][CH:15]=3)[N:9]2[C:21]2[CH:26]=[CH:25][C:24]([C:27]([CH3:30])([CH3:29])[CH3:28])=[CH:23][CH:22]=2)=[CH:4][CH:3]=1.CC(C)=[O:33].C1COCC1.[OH2:40]. The catalyst is [Os](=O)(=O)(=O)=O. The product is [Br:20][C:17]1[CH:18]=[CH:19][C:14]([CH:10]2[CH2:11][S:12](=[O:33])(=[O:40])[CH2:13][CH:8]([C:5]3[CH:4]=[CH:3][C:2]([Br:1])=[CH:7][CH:6]=3)[N:9]2[C:21]2[CH:26]=[CH:25][C:24]([C:27]([CH3:30])([CH3:29])[CH3:28])=[CH:23][CH:22]=2)=[CH:15][CH:16]=1. The yield is 1.00. (4) The catalyst is CC(N(C)C)=O. The product is [C:1]([O:5][C:6]([N:8]1[CH2:17][CH2:16][C:15]2[C:10](=[CH:11][CH:12]=[C:13]([O:18][C:33]3[CH:40]=[CH:39][C:36]([C:37]#[N:38])=[CH:35][CH:34]=3)[CH:14]=2)[CH2:9]1)=[O:7])([CH3:4])([CH3:2])[CH3:3]. The reactants are [C:1]([O:5][C:6]([N:8]1[CH2:17][CH2:16][C:15]2[C:10](=[CH:11][CH:12]=[C:13]([OH:18])[CH:14]=2)[CH2:9]1)=[O:7])([CH3:4])([CH3:3])[CH3:2].C1(C)C=CC=CC=1.C([O-])([O-])=O.[K+].[K+].F[C:33]1[CH:40]=[CH:39][C:36]([C:37]#[N:38])=[CH:35][CH:34]=1. The yield is 0.870. (5) The reactants are [NH2:1][C:2]1[CH:9]=[CH:8][C:5]([C:6]#[N:7])=[CH:4][CH:3]=1.[CH3:10][C:11]1([CH3:19])[O:16][C:15](=[O:17])[CH2:14][C:13](=[O:18])[O:12]1.[CH:20](OCC)(OCC)OCC. The catalyst is C(O)C. The product is [CH3:10][C:11]1([CH3:19])[O:16][C:15](=[O:17])[C:14](=[CH:20][NH:1][C:2]2[CH:9]=[CH:8][C:5]([C:6]#[N:7])=[CH:4][CH:3]=2)[C:13](=[O:18])[O:12]1. The yield is 0.970. (6) The reactants are [Al]([C:6]#[N:7])(CC)CC.C(O)(C)C.[CH3:12][C@@H:13]([C@@H:25]([O:27][CH:28]1[CH2:33][CH2:32][CH2:31][CH2:30][O:29]1)[CH3:26])[CH:14]=[N:15][S@:16]([C:18]1[CH:23]=[CH:22][C:21]([CH3:24])=[CH:20][CH:19]=1)=[O:17].C([O-])(O)=O.[Na+]. The catalyst is O1CCCC1.CCOC(C)=O. The product is [C:6]([C@@H:14]([NH:15][S@:16]([C:18]1[CH:19]=[CH:20][C:21]([CH3:24])=[CH:22][CH:23]=1)=[O:17])[C@@H:13]([CH3:12])[C@@H:25]([O:27][CH:28]1[CH2:33][CH2:32][CH2:31][CH2:30][O:29]1)[CH3:26])#[N:7]. The yield is 0.950. (7) The product is [F:14][C:15]1[CH:16]=[C:17]([C:2]2[CH:3]=[C:4]([CH2:12][OH:13])[CH:5]=[N:6][C:7]=2[O:8][CH2:9][CH2:10][CH3:11])[CH:18]=[CH:19][C:20]=1[F:21]. The reactants are Br[C:2]1[CH:3]=[C:4]([CH2:12][OH:13])[CH:5]=[N:6][C:7]=1[O:8][CH2:9][CH2:10][CH3:11].[F:14][C:15]1[CH:16]=[C:17](B(O)O)[CH:18]=[CH:19][C:20]=1[F:21].C([O-])([O-])=O.[K+].[K+]. The yield is 1.00. The catalyst is O.C1C=CC(P(C2C=CC=CC=2)[C-]2C=CC=C2)=CC=1.C1C=CC(P(C2C=CC=CC=2)[C-]2C=CC=C2)=CC=1.Cl[Pd]Cl.[Fe+2]. (8) The reactants are [C:1]1([S:7]([C:10]2[CH:11]=[C:12]3[C:17](=[CH:18][CH:19]=2)[CH:16]([CH2:20][NH2:21])[CH2:15][CH2:14][CH2:13]3)(=[O:9])=[O:8])[CH:6]=[CH:5][CH:4]=[CH:3][CH:2]=1.Cl.[N:23]1([C:28](N)=[NH:29])C=CC=N1.C(N(CC)C(C)C)C.O. The catalyst is CN(C=O)C. The product is [C:1]1([S:7]([C:10]2[CH:11]=[C:12]3[C:17](=[CH:18][CH:19]=2)[CH:16]([CH2:20][NH:21][C:28]([NH2:29])=[NH:23])[CH2:15][CH2:14][CH2:13]3)(=[O:9])=[O:8])[CH:2]=[CH:3][CH:4]=[CH:5][CH:6]=1. The yield is 0.330.